From a dataset of Reaction yield outcomes from USPTO patents with 853,638 reactions. Predict the reaction yield, written as a fraction of the theoretical maximum amount of product (1.0 means a 100% yield; for example, 0.34 means a 34% yield). The reactants are [CH2:1]([C:3]([OH:36])([CH2:34][CH3:35])/[CH:4]=[CH:5]/[C:6]1[CH:11]=[CH:10][C:9]([C:12]([CH2:31][CH3:32])([C:15]2[CH:20]=[CH:19][C:18]([B:21]3[O:25][C:24]([CH3:27])([CH3:26])[C:23]([CH3:29])([CH3:28])[O:22]3)=[C:17]([CH3:30])[CH:16]=2)[CH2:13][CH3:14])=[CH:8][C:7]=1[CH3:33])[CH3:2].[H][H]. The catalyst is CO.C(OCC)(=O)C.[C].[Pd]. The product is [CH2:1]([C:3]([OH:36])([CH2:34][CH3:35])[CH2:4][CH2:5][C:6]1[CH:11]=[CH:10][C:9]([C:12]([CH2:13][CH3:14])([C:15]2[CH:20]=[CH:19][C:18]([B:21]3[O:25][C:24]([CH3:26])([CH3:27])[C:23]([CH3:28])([CH3:29])[O:22]3)=[C:17]([CH3:30])[CH:16]=2)[CH2:31][CH3:32])=[CH:8][C:7]=1[CH3:33])[CH3:2]. The yield is 0.980.